Predict the reactants needed to synthesize the given product. From a dataset of Full USPTO retrosynthesis dataset with 1.9M reactions from patents (1976-2016). (1) Given the product [C:31]([O:30][CH2:29][CH2:28][O:27][C:9]1[CH:8]=[C:12]([NH:13][S:14]([C:17]2[CH:18]=[CH:19][C:20]([C:23]([CH3:26])([CH3:25])[CH3:24])=[CH:21][CH:22]=2)(=[O:15])=[O:16])[O:11][N:10]=1)(=[O:33])[CH3:32], predict the reactants needed to synthesize it. The reactants are: C(OC([C:8]1[C:9]([O:27][CH2:28][CH2:29][O:30][C:31](=[O:33])[CH3:32])=[N:10][O:11][C:12]=1[NH:13][S:14]([C:17]1[CH:22]=[CH:21][C:20]([C:23]([CH3:26])([CH3:25])[CH3:24])=[CH:19][CH:18]=1)(=[O:16])=[O:15])=O)(C)(C)C.FC(F)(F)C(O)=O.C(=O)([O-])O.[Na+].Cl. (2) Given the product [Br:1][C:2]1[CH:3]=[N:4][C:5]2[N:6]([N:8]=[C:9]([C:11]([N:15]3[CH2:16][CH2:17][C:18]4[C:23](=[CH:22][C:21]([C:24]#[N:25])=[CH:20][CH:19]=4)[CH2:14]3)=[O:13])[CH:10]=2)[CH:7]=1, predict the reactants needed to synthesize it. The reactants are: [Br:1][C:2]1[CH:3]=[N:4][C:5]2[N:6]([N:8]=[C:9]([C:11]([OH:13])=O)[CH:10]=2)[CH:7]=1.[CH2:14]1[C:23]2[C:18](=[CH:19][CH:20]=[C:21]([C:24]#[N:25])[CH:22]=2)[CH2:17][CH2:16][NH:15]1. (3) Given the product [CH:24]([C:26]1[S:27][CH:28]=[C:29]([CH2:31][NH:32][C:20]([C:10]2[CH:9]=[C:8]([C:5]3[CH:4]=[CH:3][C:2]([Cl:1])=[CH:7][CH:6]=3)[C:13]([O:14][CH2:15][C:16]([F:18])([F:19])[F:17])=[CH:12][N:11]=2)=[O:22])[N:30]=1)([CH3:25])[CH3:23], predict the reactants needed to synthesize it. The reactants are: [Cl:1][C:2]1[CH:7]=[CH:6][C:5]([C:8]2[C:13]([O:14][CH2:15][C:16]([F:19])([F:18])[F:17])=[CH:12][N:11]=[C:10]([C:20]([OH:22])=O)[CH:9]=2)=[CH:4][CH:3]=1.[CH3:23][CH:24]([C:26]1[S:27][CH:28]=[C:29]([CH2:31][NH2:32])[N:30]=1)[CH3:25]. (4) Given the product [OH:34][NH:33][C:30]([C@@H:25]1[CH2:26][CH2:27][CH2:28][CH2:29][C@@H:24]1[NH:23][S:20]([C:17]1[CH:16]=[CH:15][C:14]([O:13][CH2:12][C:10]2[C:9]3[C:4](=[CH:5][CH:6]=[CH:7][CH:8]=3)[N:3]=[C:2]([CH3:1])[CH:11]=2)=[CH:19][CH:18]=1)(=[O:22])=[O:21])=[O:31], predict the reactants needed to synthesize it. The reactants are: [CH3:1][C:2]1[CH:11]=[C:10]([CH2:12][O:13][C:14]2[CH:19]=[CH:18][C:17]([S:20]([NH:23][C@H:24]3[CH2:29][CH2:28][CH2:27][CH2:26][C@H:25]3[C:30](O)=[O:31])(=[O:22])=[O:21])=[CH:16][CH:15]=2)[C:9]2[C:4](=[CH:5][CH:6]=[CH:7][CH:8]=2)[N:3]=1.[NH2:33][OH:34]. (5) Given the product [CH3:1][O:2][C:3](=[O:25])[CH:4]([O:23][CH3:24])[CH2:5][C:7]1[CH:12]=[CH:11][C:10]([O:13][Si:14]([C:17]([CH3:19])([CH3:20])[CH3:18])([CH3:15])[CH3:16])=[CH:9][C:8]=1[O:21][CH3:22], predict the reactants needed to synthesize it. The reactants are: [CH3:1][O:2][C:3](=[O:25])[CH:4]([O:23][CH3:24])[CH:5]([C:7]1[CH:12]=[CH:11][C:10]([O:13][Si:14]([C:17]([CH3:20])([CH3:19])[CH3:18])([CH3:16])[CH3:15])=[CH:9][C:8]=1[O:21][CH3:22])O.S(Cl)(C)(=O)=O. (6) Given the product [S:1]1[CH:5]=[C:4]([C:6]2[CH:16]=[CH:15][C:9]([O:10][CH2:11][C@H:12]([OH:13])[CH2:14][NH:25][CH2:24][C:23]3[CH:26]=[CH:27][CH:28]=[CH:29][C:22]=3[Cl:21])=[CH:8][CH:7]=2)[C:3]2[CH:17]=[CH:18][CH:19]=[CH:20][C:2]1=2, predict the reactants needed to synthesize it. The reactants are: [S:1]1[CH:5]=[C:4]([C:6]2[CH:16]=[CH:15][C:9]([O:10][CH2:11][CH:12]3[CH2:14][O:13]3)=[CH:8][CH:7]=2)[C:3]2[CH:17]=[CH:18][CH:19]=[CH:20][C:2]1=2.[Cl:21][C:22]1[CH:29]=[CH:28][CH:27]=[CH:26][C:23]=1[CH2:24][NH2:25]. (7) Given the product [IH:4].[NH:13]1[CH2:12][CH2:11][CH2:10][CH2:9][NH:8][C:7]1=[N:2][NH2:3], predict the reactants needed to synthesize it. The reactants are: O.[NH2:2][NH2:3].[IH:4].CS[C:7]1[NH:8][CH2:9][CH2:10][CH2:11][CH2:12][N:13]=1.CCOCC.